Dataset: Peptide-MHC class I binding affinity with 185,985 pairs from IEDB/IMGT. Task: Regression. Given a peptide amino acid sequence and an MHC pseudo amino acid sequence, predict their binding affinity value. This is MHC class I binding data. (1) The peptide sequence is TQMRTPLHK. The MHC is HLA-A11:01 with pseudo-sequence HLA-A11:01. The binding affinity (normalized) is 0.597. (2) The peptide sequence is GQVPKFHLPV. The MHC is Mamu-B08 with pseudo-sequence Mamu-B08. The binding affinity (normalized) is 0.0987. (3) The peptide sequence is QVWQRSWEYW. The MHC is Mamu-B52 with pseudo-sequence Mamu-B52. The binding affinity (normalized) is 0.547. (4) The binding affinity (normalized) is 0.234. The peptide sequence is ALRPSTSRSL. The MHC is HLA-A02:01 with pseudo-sequence HLA-A02:01. (5) The peptide sequence is PLRPMTYK. The binding affinity (normalized) is 0. The MHC is HLA-B15:01 with pseudo-sequence HLA-B15:01. (6) The peptide sequence is YCNYSRYWYL. The MHC is HLA-A26:01 with pseudo-sequence HLA-A26:01. The binding affinity (normalized) is 0. (7) The peptide sequence is NHYLCLNCL. The MHC is HLA-A69:01 with pseudo-sequence HLA-A69:01. The binding affinity (normalized) is 0.0847. (8) The peptide sequence is KTFFWFNEV. The MHC is H-2-Kb with pseudo-sequence H-2-Kb. The binding affinity (normalized) is 0.570. (9) The peptide sequence is FPCSICLSGL. The MHC is Mamu-A2201 with pseudo-sequence Mamu-A2201. The binding affinity (normalized) is 0.274. (10) The peptide sequence is ESEMIIPKIY. The MHC is HLA-A01:01 with pseudo-sequence HLA-A01:01. The binding affinity (normalized) is 0.193.